Dataset: Reaction yield outcomes from USPTO patents with 853,638 reactions. Task: Predict the reaction yield, written as a fraction of the theoretical maximum amount of product (1.0 means a 100% yield; for example, 0.34 means a 34% yield). (1) The reactants are [Cl:1][C:2]1[CH:3]=[CH:4][C:5]([O:41][CH3:42])=[C:6]([C@@:8]2([F:40])[C:16]3[C:11](=[CH:12][C:13]([C:17]([F:20])([F:19])[F:18])=[CH:14][CH:15]=3)[N:10]([C:21]([O:23][CH2:24][C:25]([O:27]CC(OCC3C=CC=CC=3)=O)=[O:26])=[O:22])[C:9]2=[O:39])[CH:7]=1. The catalyst is CO.[Pd]. The product is [Cl:1][C:2]1[CH:3]=[CH:4][C:5]([O:41][CH3:42])=[C:6]([C@@:8]2([F:40])[C:16]3[C:11](=[CH:12][C:13]([C:17]([F:19])([F:18])[F:20])=[CH:14][CH:15]=3)[N:10]([C:21]([O:23][CH2:24][C:25]([OH:27])=[O:26])=[O:22])[C:9]2=[O:39])[CH:7]=1. The yield is 0.533. (2) The reactants are [F-].[K+].[NH2:3][C:4]1[CH:9]=[CH:8][C:7]([N+:10]([O-:12])=[O:11])=[CH:6][C:5]=1[OH:13].Br[C:15]1([C:19](OCC)=[O:20])[CH2:18][CH2:17][CH2:16]1. The product is [N+:10]([C:7]1[CH:8]=[CH:9][C:4]2[NH:3][C:19](=[O:20])[C:15]3([O:13][C:5]=2[CH:6]=1)[CH2:18][CH2:17][CH2:16]3)([O-:12])=[O:11]. The catalyst is CN(C=O)C. The yield is 0.170. (3) The reactants are [Cl:1][C:2]1[C:3]([NH:31][S:32]([CH2:35][CH2:36][O:37]C)(=[O:34])=[O:33])=[CH:4][C:5]2[CH:9]=[C:8]([C:10]([NH:12][C:13]3[CH:18]=[C:17]([C:19]([C:22]4[CH:27]=[CH:26][C:25]([Cl:28])=[CH:24][CH:23]=4)([CH3:21])[CH3:20])[CH:16]=[C:15]([Cl:29])[CH:14]=3)=[O:11])[S:7][C:6]=2[CH:30]=1.B(Br)(Br)Br.C(Cl)Cl. The catalyst is C1(C)C=CC=CC=1. The product is [Cl:1][C:2]1[C:3]([NH:31][S:32]([CH2:35][CH2:36][OH:37])(=[O:34])=[O:33])=[CH:4][C:5]2[CH:9]=[C:8]([C:10]([NH:12][C:13]3[CH:18]=[C:17]([C:19]([C:22]4[CH:23]=[CH:24][C:25]([Cl:28])=[CH:26][CH:27]=4)([CH3:21])[CH3:20])[CH:16]=[C:15]([Cl:29])[CH:14]=3)=[O:11])[S:7][C:6]=2[CH:30]=1. The yield is 0.560. (4) The yield is 0.670. The catalyst is C1COCC1.CC(O)=O.CCO. The product is [O:1]1[CH:5]=[CH:4][N:3]=[C:2]1[CH:34]([CH:29]1[CH2:28][CH2:27][C:26]2[C:31](=[CH:32][CH:33]=[C:24]([O:17][C:18]3[CH:19]=[CH:20][CH:21]=[CH:22][CH:23]=3)[CH:25]=2)[CH2:30]1)[OH:35]. The reactants are [O:1]1[CH:5]=[CH:4][N:3]=[CH:2]1.B.C1COCC1.[Li]CCCC.[O:17]([C:24]1[CH:25]=[C:26]2[C:31](=[CH:32][CH:33]=1)[CH2:30][CH:29]([CH:34]=[O:35])[CH2:28][CH2:27]2)[C:18]1[CH:23]=[CH:22][CH:21]=[CH:20][CH:19]=1. (5) The reactants are [H-].[Na+].[NH:3]1[C:7]2[CH:8]=[CH:9][CH:10]=[CH:11][C:6]=2[N:5]=[C:4]1[C:12]1[C:13]([NH2:19])=[N:14][CH:15]=[C:16]([Br:18])[N:17]=1.[CH3:20][C:21]1[CH:26]=[CH:25][C:24]([S:27](Cl)(=[O:29])=[O:28])=[CH:23][CH:22]=1.[C:31](O[C:31]([O:33][C:34]([CH3:37])([CH3:36])[CH3:35])=[O:32])([O:33][C:34]([CH3:37])([CH3:36])[CH3:35])=[O:32]. The catalyst is CN(C1C=CN=CC=1)C.C(Cl)Cl. The product is [C:34]([O:33][C:31]([N:19]([C:13]1[C:12]([C:4]2[N:5]([S:27]([C:24]3[CH:25]=[CH:26][C:21]([CH3:20])=[CH:22][CH:23]=3)(=[O:29])=[O:28])[C:6]3[CH:11]=[CH:10][CH:9]=[CH:8][C:7]=3[N:3]=2)=[N:17][C:16]([Br:18])=[CH:15][N:14]=1)[C:31](=[O:32])[O:33][C:34]([CH3:37])([CH3:36])[CH3:35])=[O:32])([CH3:37])([CH3:36])[CH3:35]. The yield is 0.470. (6) The reactants are Br[C:2]1[CH:6]=[CH:5][S:4][C:3]=1[CH2:7][C:8](=O)[CH2:9][CH2:10][CH2:11][CH2:12][CH3:13].C([O-])([O-])=O.[K+].[K+].CN(C)C=O.[SH:26][CH2:27][C:28]([O:30][CH2:31][CH3:32])=[O:29]. The catalyst is C1OCCOCCOCCOCCOCCOC1.O. The product is [CH2:8]([C:7]1[C:3]2[S:4][CH:5]=[CH:6][C:2]=2[S:26][C:27]=1[C:28]([O:30][CH2:31][CH3:32])=[O:29])[CH2:9][CH2:10][CH2:11][CH2:12][CH3:13]. The yield is 0.845. (7) The reactants are [F:1][C:2]1[CH:20]=[CH:19][C:5]([CH2:6][O:7][C:8]2[CH:9]=[C:10]3[C:14](=[CH:15][CH:16]=2)[C:13](=[O:17])[NH:12][C:11]3=[O:18])=[CH:4][CH:3]=1.[H-].[Na+].Br[CH2:24][C:25]([NH2:27])=[O:26].O. The catalyst is O1CCCC1. The product is [F:1][C:2]1[CH:20]=[CH:19][C:5]([CH2:6][O:7][C:8]2[CH:9]=[C:10]3[C:14](=[CH:15][CH:16]=2)[C:13](=[O:17])[N:12]([CH2:24][C:25]([NH2:27])=[O:26])[C:11]3=[O:18])=[CH:4][CH:3]=1. The yield is 0.650.